Predict the reactants needed to synthesize the given product. From a dataset of Full USPTO retrosynthesis dataset with 1.9M reactions from patents (1976-2016). (1) The reactants are: [Mg].Cl[CH:3]1[CH2:8][CH2:7][N:6]([CH3:9])[CH2:5][CH2:4]1.[Cl:10][C:11]1[CH:46]=[CH:45][C:14]([C:15]([C:17]2[CH:18]=[C:19]([C:35]3[CH:40]=[CH:39][N:38]=[C:37]([NH:41][C:42](=[O:44])[CH3:43])[CH:36]=3)[S:20][C:21]=2[C:22]2[N:26]=[CH:25][N:24]([CH2:27][O:28][CH2:29][CH2:30][Si:31]([CH3:34])([CH3:33])[CH3:32])[N:23]=2)=[O:16])=[CH:13][CH:12]=1. Given the product [Cl:10][C:11]1[CH:12]=[CH:13][C:14]([C:15]([OH:16])([CH:3]2[CH2:8][CH2:7][N:6]([CH3:9])[CH2:5][CH2:4]2)[C:17]2[CH:18]=[C:19]([C:35]3[CH:40]=[CH:39][N:38]=[C:37]([NH:41][C:42](=[O:44])[CH3:43])[CH:36]=3)[S:20][C:21]=2[C:22]2[N:26]=[CH:25][N:24]([CH2:27][O:28][CH2:29][CH2:30][Si:31]([CH3:32])([CH3:34])[CH3:33])[N:23]=2)=[CH:45][CH:46]=1, predict the reactants needed to synthesize it. (2) Given the product [SH:8][CH2:9][C@H:10]([NH:20][C:21]([N:23]([CH2:32][CH2:33][SH:34])[CH2:24][CH2:25][C:26]1[CH:31]=[CH:30][CH:29]=[CH:28][CH:27]=1)=[O:22])[C:11]([N:13]1[CH2:14][CH2:15][N:16]([CH3:19])[CH2:17][CH2:18]1)=[O:12], predict the reactants needed to synthesize it. The reactants are: C([S:8][CH2:9][C@H:10]([NH:20][C:21]([N:23]([CH2:32][CH2:33][S:34]CC1C=CC=CC=1)[CH2:24][CH2:25][C:26]1[CH:31]=[CH:30][CH:29]=[CH:28][CH:27]=1)=[O:22])[C:11]([N:13]1[CH2:18][CH2:17][N:16]([CH3:19])[CH2:15][CH2:14]1)=[O:12])C1C=CC=CC=1.N.C(=O)=O.CO.[Na].[Cl-].[NH4+]. (3) Given the product [CH3:19][O:18][C:4]1[C:5]([O:6][CH2:7][O:8][CH2:9][CH2:10][Si:11]([CH3:14])([CH3:13])[CH3:12])=[CH:15][C:16]([CH3:17])=[C:2]([B:25]([OH:28])[OH:26])[CH:3]=1, predict the reactants needed to synthesize it. The reactants are: Br[C:2]1[C:16]([CH3:17])=[CH:15][C:5]([O:6][CH2:7][O:8][CH2:9][CH2:10][Si:11]([CH3:14])([CH3:13])[CH3:12])=[C:4]([O:18][CH3:19])[CH:3]=1.C([Li])CCC.[B:25](OC)([O:28]C)[O:26]C.